Dataset: Full USPTO retrosynthesis dataset with 1.9M reactions from patents (1976-2016). Task: Predict the reactants needed to synthesize the given product. (1) Given the product [CH3:1][O:2][C:3]1[CH:49]=[CH:48][C:6]([CH2:7][N:8]([CH2:39][C:40]2[CH:41]=[CH:42][C:43]([O:46][CH3:47])=[CH:44][CH:45]=2)[C:9]2[N:14]=[C:13]([CH3:15])[N:12]=[C:11]([C:16]3[CH:17]=[C:18]([C@H:23]([N:25]4[CH2:30][CH2:29][N:28]([C:31]([O:33][C:34]([CH3:35])([CH3:36])[CH3:37])=[O:32])[CH2:27][C@H:26]4[CH3:38])[CH3:24])[CH:19]=[N:20][C:21]=3[NH:59][C:53]3[CH:54]=[N:55][C:56]([O:57][CH3:58])=[C:51]([F:50])[CH:52]=3)[N:10]=2)=[CH:5][CH:4]=1.[CH3:1][O:2][C:3]1[CH:49]=[CH:48][C:6]([CH2:7][N:8]([CH2:39][C:40]2[CH:41]=[CH:42][C:43]([O:46][CH3:47])=[CH:44][CH:45]=2)[C:9]2[N:14]=[C:13]([CH3:15])[N:12]=[C:11]([C:16]3[CH:17]=[C:18]([C@@H:23]([N:25]4[CH2:30][CH2:29][N:28]([C:31]([O:33][C:34]([CH3:35])([CH3:36])[CH3:37])=[O:32])[CH2:27][C@H:26]4[CH3:38])[CH3:24])[CH:19]=[N:20][C:21]=3[NH:59][C:53]3[CH:54]=[N:55][C:56]([O:57][CH3:58])=[C:51]([F:50])[CH:52]=3)[N:10]=2)=[CH:5][CH:4]=1, predict the reactants needed to synthesize it. The reactants are: [CH3:1][O:2][C:3]1[CH:49]=[CH:48][C:6]([CH2:7][N:8]([CH2:39][C:40]2[CH:45]=[CH:44][C:43]([O:46][CH3:47])=[CH:42][CH:41]=2)[C:9]2[N:14]=[C:13]([CH3:15])[N:12]=[C:11]([C:16]3[CH:17]=[C:18]([CH:23]([N:25]4[CH2:30][CH2:29][N:28]([C:31]([O:33][C:34]([CH3:37])([CH3:36])[CH3:35])=[O:32])[CH2:27][C@H:26]4[CH3:38])[CH3:24])[CH:19]=[N:20][C:21]=3F)[N:10]=2)=[CH:5][CH:4]=1.[F:50][C:51]1[CH:52]=[C:53]([NH2:59])[CH:54]=[N:55][C:56]=1[O:57][CH3:58].O1CCCC1.C[Si]([N-][Si](C)(C)C)(C)C.[Li+]. (2) Given the product [F:1][C:2]1[CH:32]=[CH:31][CH:30]=[C:29]([O:33][CH3:34])[C:3]=1[C:4]([NH:6][C:7]1[C:8]([C:18]2[NH:19][C:20]([CH3:27])=[C:21]([C:23]([F:25])([F:26])[F:24])[N:22]=2)=[N:9][NH:10][CH:11]=1)=[O:5], predict the reactants needed to synthesize it. The reactants are: [F:1][C:2]1[CH:32]=[CH:31][CH:30]=[C:29]([O:33][CH3:34])[C:3]=1[C:4]([N:6](C)[C:7]1[C:8]([C:18]2[NH:19][C:20]([CH3:27])=[C:21]([C:23]([F:26])([F:25])[F:24])[N:22]=2)=[N:9][N:10](C2CCCCO2)[CH:11]=1)=[O:5].C1(C)C(S(O)(=O)=O)=CC=CC=1. (3) The reactants are: [CH2:1]([CH:11]([CH2:15][CH2:16][CH2:17][CH2:18][CH2:19][CH2:20][CH2:21][CH2:22][CH2:23][CH2:24][CH2:25][CH3:26])[C:12](O)=[O:13])[CH2:2][CH2:3][CH2:4][CH2:5][CH2:6][CH2:7][CH2:8][CH2:9][CH3:10].C(Cl)(=O)C([Cl:30])=O.Cl. Given the product [CH2:1]([CH:11]([CH2:15][CH2:16][CH2:17][CH2:18][CH2:19][CH2:20][CH2:21][CH2:22][CH2:23][CH2:24][CH2:25][CH3:26])[C:12]([Cl:30])=[O:13])[CH2:2][CH2:3][CH2:4][CH2:5][CH2:6][CH2:7][CH2:8][CH2:9][CH3:10], predict the reactants needed to synthesize it. (4) Given the product [CH3:1][C:2]1[CH:7]=[CH:6][C:5]2[O:8]/[C:9](=[CH:19]\[C:15]3[S:14][CH:18]=[CH:17][CH:16]=3)/[C:10](=[O:11])/[C:12](=[CH:19]/[C:15]3[S:14][CH:18]=[CH:17][CH:16]=3)/[O:13][C:4]=2[CH:3]=1, predict the reactants needed to synthesize it. The reactants are: [CH3:1][C:2]1[CH:7]=[CH:6][C:5]2[O:8][CH2:9][C:10]([CH2:12][O:13][C:4]=2[CH:3]=1)=[O:11].[S:14]1[CH:18]=[CH:17][CH:16]=[C:15]1[CH:19]=O. (5) Given the product [CH2:2]([NH:4][CH:6]1[CH2:11][CH2:10][N:9]([C:12]([O:14][C:15]([CH3:18])([CH3:17])[CH3:16])=[O:13])[CH2:8][CH2:7]1)[CH3:3], predict the reactants needed to synthesize it. The reactants are: Cl.[CH2:2]([NH2:4])[CH3:3].O=[C:6]1[CH2:11][CH2:10][N:9]([C:12]([O:14][C:15]([CH3:18])([CH3:17])[CH3:16])=[O:13])[CH2:8][CH2:7]1.C(O)(=O)C.[BH3-]C#N.[Na+]. (6) Given the product [F:29][C:26]1[CH:27]=[CH:28][C:23]([CH2:22][C@@:15]([OH:21])([C:14]2[NH:13][C:3]3[CH:4]=[CH:5][C:6]([NH:8][S:9]([CH3:12])(=[O:11])=[O:10])=[CH:7][C:2]=3[N:1]=2)[C:16]([O:18][CH2:19][CH3:20])=[O:17])=[CH:24][CH:25]=1, predict the reactants needed to synthesize it. The reactants are: [NH2:1][C:2]1[CH:7]=[C:6]([NH:8][S:9]([CH3:12])(=[O:11])=[O:10])[CH:5]=[CH:4][C:3]=1[NH:13][C:14](=O)[C@@:15]([CH2:22][C:23]1[CH:28]=[CH:27][C:26]([F:29])=[CH:25][CH:24]=1)([OH:21])[C:16]([O:18][CH2:19][CH3:20])=[O:17]. (7) Given the product [CH2:49]([N:56]1[CH2:60][CH2:59][C@@H:58]([NH:61][C:2]2[CH:7]=[CH:6][C:5](/[CH:8]=[CH:9]/[C:10]([O:12][CH2:13][CH3:14])=[O:11])=[CH:4][CH:3]=2)[CH2:57]1)[C:50]1[CH:51]=[CH:52][CH:53]=[CH:54][CH:55]=1, predict the reactants needed to synthesize it. The reactants are: Br[C:2]1[CH:7]=[CH:6][C:5](/[CH:8]=[CH:9]/[C:10]([O:12][CH2:13][CH3:14])=[O:11])=[CH:4][CH:3]=1.C1(P(C2CCCCC2)C2C=CC=CC=2C2C(N(C)C)=CC=CC=2)CCCCC1.C(=O)([O-])[O-].[Cs+].[Cs+].[CH2:49]([N:56]1[CH2:60][CH2:59][C@@H:58]([NH2:61])[CH2:57]1)[C:50]1[CH:55]=[CH:54][CH:53]=[CH:52][CH:51]=1.[NH4+].[Cl-].